Regression/Classification. Given a drug SMILES string, predict its absorption, distribution, metabolism, or excretion properties. Task type varies by dataset: regression for continuous measurements (e.g., permeability, clearance, half-life) or binary classification for categorical outcomes (e.g., BBB penetration, CYP inhibition). For this dataset (lipophilicity_astrazeneca), we predict Y. From a dataset of Experimental lipophilicity measurements (octanol/water distribution) for 4,200 compounds from AstraZeneca. The compound is CC(C)(C)c1ccc(-c2n[nH]c(NC(=O)c3ccccc3Cl)c2Br)cc1. The Y is 4.30 logD.